Dataset: HIV replication inhibition screening data with 41,000+ compounds from the AIDS Antiviral Screen. Task: Binary Classification. Given a drug SMILES string, predict its activity (active/inactive) in a high-throughput screening assay against a specified biological target. (1) The molecule is CC(C)(C)[Si](C)(C)OCC1OC(n2ccc(=O)[nH]c2=O)C(CC=[N+]([O-])CC2OC(n3ccc(=O)[nH]c3=O)C(O[Si](C)(C)C(C)(C)C)C2O[Si](C)(C)C(C)(C)C)C1O[Si](C)(C)C(C)(C)C. The result is 0 (inactive). (2) The molecule is CC(=O)O[Hg]CC(O)Cn1c(=O)c2c(ncn2C)n(C)c1=O. The result is 0 (inactive).